Task: Predict which catalyst facilitates the given reaction.. Dataset: Catalyst prediction with 721,799 reactions and 888 catalyst types from USPTO (1) Reactant: [F:1][C:2]1([F:32])[CH2:7][CH2:6][N:5]([C:8]([C:10]2[NH:11][C:12]3[C:17]([CH:18]=2)=[CH:16][C:15]([C:19]([N:21]2[CH2:26][CH2:25][CH:24]([N:27]4[CH2:31][CH2:30][CH2:29][CH2:28]4)[CH2:23][CH2:22]2)=[O:20])=[CH:14][CH:13]=3)=[O:9])[CH2:4][CH2:3]1.[H-].[Na+].Br[CH:36]([CH3:38])[CH3:37]. Product: [F:32][C:2]1([F:1])[CH2:7][CH2:6][N:5]([C:8]([C:10]2[N:11]([CH:36]([CH3:38])[CH3:37])[C:12]3[C:17]([CH:18]=2)=[CH:16][C:15]([C:19]([N:21]2[CH2:22][CH2:23][CH:24]([N:27]4[CH2:31][CH2:30][CH2:29][CH2:28]4)[CH2:25][CH2:26]2)=[O:20])=[CH:14][CH:13]=3)=[O:9])[CH2:4][CH2:3]1. The catalyst class is: 9. (2) Reactant: [Cl:1][C:2]1[CH:3]=[C:4]([C:34]2[CH:39]=[CH:38][C:37]([C:40]([F:43])([F:42])[F:41])=[CH:36][CH:35]=2)[CH:5]=[CH:6][C:7]=1[CH2:8][O:9][C:10]1[CH:15]=[CH:14][CH:13]=[CH:12][C:11]=1[CH2:16][CH2:17][NH:18][CH:19]1[CH2:28][CH2:27][CH2:26][C:25]2[N:24]=[C:23]([C:29]([O:31][CH2:32][CH3:33])=[O:30])[CH:22]=[CH:21][C:20]1=2.I[CH2:45][CH2:46][C:47]1[CH:56]=[CH:55][C:50]([C:51]([O:53][CH3:54])=[O:52])=[CH:49][CH:48]=1.C(=O)([O-])[O-].[Na+].[Na+].C(=O)([O-])[O-].[K+].[K+]. Product: [Cl:1][C:2]1[CH:3]=[C:4]([C:34]2[CH:35]=[CH:36][C:37]([C:40]([F:43])([F:41])[F:42])=[CH:38][CH:39]=2)[CH:5]=[CH:6][C:7]=1[CH2:8][O:9][C:10]1[CH:15]=[CH:14][CH:13]=[CH:12][C:11]=1[CH2:16][CH2:17][N:18]([CH2:45][CH2:46][C:47]1[CH:56]=[CH:55][C:50]([C:51]([O:53][CH3:54])=[O:52])=[CH:49][CH:48]=1)[CH:19]1[CH2:28][CH2:27][CH2:26][C:25]2[N:24]=[C:23]([C:29]([O:31][CH2:32][CH3:33])=[O:30])[CH:22]=[CH:21][C:20]1=2. The catalyst class is: 10. (3) Reactant: [CH3:1][C:2]1[C:3](=[O:28])[O:4][CH:5]([CH2:7][O:8][C:9]([C:22]2[CH:27]=[CH:26][CH:25]=[CH:24][CH:23]=2)([C:16]2[CH:21]=[CH:20][CH:19]=[CH:18][CH:17]=2)[C:10]2[CH:15]=[CH:14][CH:13]=[CH:12][CH:11]=2)[CH:6]=1.CC(C[AlH]CC(C)C)C. Product: [CH3:1][C:2]1[CH:3]([OH:28])[O:4][CH:5]([CH2:7][O:8][C:9]([C:22]2[CH:27]=[CH:26][CH:25]=[CH:24][CH:23]=2)([C:10]2[CH:11]=[CH:12][CH:13]=[CH:14][CH:15]=2)[C:16]2[CH:21]=[CH:20][CH:19]=[CH:18][CH:17]=2)[CH:6]=1. The catalyst class is: 11.